From a dataset of Full USPTO retrosynthesis dataset with 1.9M reactions from patents (1976-2016). Predict the reactants needed to synthesize the given product. (1) The reactants are: [N:1]([C@H:4]1[C@H:8]([F:9])[CH2:7][NH:6][CH2:5]1)=[N+:2]=[N-:3].CCN(C(C)C)C(C)C.[C:19](Cl)([O:21][CH2:22][C:23]1[CH:28]=[CH:27][CH:26]=[CH:25][CH:24]=1)=[O:20]. Given the product [N:1]([C@H:4]1[C@H:8]([F:9])[CH2:7][N:6]([C:19]([O:21][CH2:22][C:23]2[CH:28]=[CH:27][CH:26]=[CH:25][CH:24]=2)=[O:20])[CH2:5]1)=[N+:2]=[N-:3], predict the reactants needed to synthesize it. (2) Given the product [Br:26][C:1]1[C:10]2[C:5](=[CH:6][CH:7]=[CH:8][CH:9]=2)[CH:4]=[CH:3][C:2]=1[NH:11][C:12](=[O:18])[O:13][C:14]([CH3:15])([CH3:17])[CH3:16], predict the reactants needed to synthesize it. The reactants are: [CH:1]1[C:10]2[C:5](=[CH:6][CH:7]=[CH:8][CH:9]=2)[CH:4]=[CH:3][C:2]=1[NH:11][C:12](=[O:18])[O:13][C:14]([CH3:17])([CH3:16])[CH3:15].C1C(=O)N([Br:26])C(=O)C1. (3) Given the product [CH3:1][O:2][C:3]1[C:27]([O:28][CH3:29])=[CH:26][C:6]2[C:7]3[N:12]([CH:13]([CH2:15][C:16]([F:19])([F:17])[F:18])[CH2:14][C:5]=2[CH:4]=1)[CH:11]=[C:10]([C:20]([O:22][CH2:23][CH3:24])=[O:21])[C:9](=[O:25])[CH:8]=3, predict the reactants needed to synthesize it. The reactants are: [CH3:1][O:2][C:3]1[C:27]([O:28][CH3:29])=[CH:26][C:6]2[CH:7]3[N:12]([CH:13]([CH2:15][C:16]([F:19])([F:18])[F:17])[CH2:14][C:5]=2[CH:4]=1)[CH:11]=[C:10]([C:20]([O:22][CH2:23][CH3:24])=[O:21])[C:9](=[O:25])[CH2:8]3.C1(Cl)C(=O)C(Cl)=C(Cl)C(=O)C=1Cl. (4) Given the product [CH3:39][O:40][CH2:41][N:13]1[N:14]=[N:15][C:11]([CH2:10][N:9]2[C:8]3[CH:16]=[C:17]([C:19]4[CH:20]=[CH:21][CH:22]=[CH:23][CH:24]=4)[S:18][C:7]=3[C:6](=[O:25])[N:5]([CH:26]3[CH2:27][CH2:28][N:29]([C:32]([O:34][C:35]([CH3:38])([CH3:37])[CH3:36])=[O:33])[CH2:30][CH2:31]3)[C:4]2=[O:3])=[N:12]1, predict the reactants needed to synthesize it. The reactants are: [H-].[Na+].[O:3]=[C:4]1[N:9]([CH2:10][C:11]2[NH:15][N:14]=[N:13][N:12]=2)[C:8]2[CH:16]=[C:17]([C:19]3[CH:24]=[CH:23][CH:22]=[CH:21][CH:20]=3)[S:18][C:7]=2[C:6](=[O:25])[N:5]1[CH:26]1[CH2:31][CH2:30][N:29]([C:32]([O:34][C:35]([CH3:38])([CH3:37])[CH3:36])=[O:33])[CH2:28][CH2:27]1.[CH3:39][O:40][CH2:41]Cl. (5) Given the product [CH2:1]([NH:8][C:9]1[C:18]([CH2:19][OH:20])=[CH:17][C:16]2[C:11](=[CH:12][CH:13]=[C:14]([O:21][CH3:22])[CH:15]=2)[N:10]=1)[C:2]1[CH:3]=[CH:4][CH:5]=[CH:6][CH:7]=1, predict the reactants needed to synthesize it. The reactants are: [CH2:1]([NH:8][C:9]1[C:18]([CH:19]=[O:20])=[CH:17][C:16]2[C:11](=[CH:12][CH:13]=[C:14]([O:21][CH3:22])[CH:15]=2)[N:10]=1)[C:2]1[CH:7]=[CH:6][CH:5]=[CH:4][CH:3]=1. (6) Given the product [C:1]([O:5][C:6]([N:8]1[CH2:9][CH2:10][CH:11]([N:14]2[C:22]3[C:17](=[CH:18][CH:19]=[C:20]([Cl:23])[CH:21]=3)[CH:16]=[CH:15]2)[CH2:12][CH2:13]1)=[O:7])([CH3:4])([CH3:2])[CH3:3], predict the reactants needed to synthesize it. The reactants are: [C:1]([O:5][C:6]([N:8]1[CH2:13][CH2:12][CH:11]([N:14]2[C:22]3[C:17](=[CH:18][CH:19]=[C:20]([Cl:23])[CH:21]=3)[CH2:16][CH2:15]2)[CH2:10][CH2:9]1)=[O:7])([CH3:4])([CH3:3])[CH3:2].C(C1C(=O)C(Cl)=C(Cl)C(=O)C=1C#N)#N. (7) Given the product [C:13]([N:17]1[CH2:22][CH2:21][N:20]([C:10]([C@@H:8]2[CH2:9][C@H:7]2[C:1]2[CH:6]=[CH:5][CH:4]=[CH:3][CH:2]=2)=[O:11])[CH2:19][CH2:18]1)([CH3:16])([CH3:15])[CH3:14], predict the reactants needed to synthesize it. The reactants are: [C:1]1([C@@H:7]2[CH2:9][C@H:8]2[C:10](Cl)=[O:11])[CH:6]=[CH:5][CH:4]=[CH:3][CH:2]=1.[C:13]([N:17]1[CH2:22][CH2:21][NH:20][CH2:19][CH2:18]1)([CH3:16])([CH3:15])[CH3:14]. (8) The reactants are: [N:1]([CH2:4][CH:5]1[CH2:9][C:8]2[CH:10]=[C:11]([C:15]3[CH:20]=[CH:19][CH:18]=[CH:17][C:16]=3[CH3:21])[CH:12]=[C:13]([F:14])[C:7]=2[O:6]1)=[N+]=[N-].C1(P(C2C=CC=CC=2)C2C=CC=CC=2)C=CC=CC=1. Given the product [F:14][C:13]1[C:7]2[O:6][CH:5]([CH2:4][NH2:1])[CH2:9][C:8]=2[CH:10]=[C:11]([C:15]2[CH:20]=[CH:19][CH:18]=[CH:17][C:16]=2[CH3:21])[CH:12]=1, predict the reactants needed to synthesize it.